Dataset: Reaction yield outcomes from USPTO patents with 853,638 reactions. Task: Predict the reaction yield, written as a fraction of the theoretical maximum amount of product (1.0 means a 100% yield; for example, 0.34 means a 34% yield). (1) The reactants are C[O:2][C:3]([C:5]1[N:6]=[CH:7][C:8]2[N:9]([CH:20]=[N:21][CH:22]=2)[C:10]=1[NH:11][C:12]1[CH:17]=[CH:16][C:15]([I:18])=[CH:14][C:13]=1[F:19])=[O:4].[OH-].C[Sn+](C)C. The catalyst is ClCCCl. The product is [F:19][C:13]1[CH:14]=[C:15]([I:18])[CH:16]=[CH:17][C:12]=1[NH:11][C:10]1[N:9]2[CH:20]=[N:21][CH:22]=[C:8]2[CH:7]=[N:6][C:5]=1[C:3]([OH:4])=[O:2]. The yield is 0.977. (2) The product is [NH2:22][C@H:19]1[C:14]2=[N:15][CH:16]=[CH:17][CH:18]=[C:13]2[C@@H:12]([NH:33][C:34](=[O:40])[O:35][C:36]([CH3:39])([CH3:38])[CH3:37])[C@H:11]([C:5]2[CH:6]=[CH:7][CH:8]=[C:9]([F:10])[C:4]=2[F:3])[CH2:21][CH2:20]1. The catalyst is CO. The reactants are NN.[F:3][C:4]1[C:9]([F:10])=[CH:8][CH:7]=[CH:6][C:5]=1[C@@H:11]1[CH2:21][CH2:20][C@@H:19]([N:22]2C(=O)C3C(=CC=CC=3)C2=O)[C:14]2=[N:15][CH:16]=[CH:17][CH:18]=[C:13]2[C@H:12]1[NH:33][C:34](=[O:40])[O:35][C:36]([CH3:39])([CH3:38])[CH3:37]. The yield is 0.510. (3) The catalyst is CN(C=O)C. The product is [CH3:1][O:2][C:3]1[CH:11]=[CH:10][C:6]([C:7]([O:9][CH3:15])=[O:8])=[C:5]([N+:12]([O-:14])=[O:13])[CH:4]=1. The yield is 0.850. The reactants are [CH3:1][O:2][C:3]1[CH:11]=[CH:10][C:6]([C:7]([OH:9])=[O:8])=[C:5]([N+:12]([O-:14])=[O:13])[CH:4]=1.[CH2:15]1CCN2C(=NCCC2)CC1.IC.O. (4) The reactants are [CH3:1][O:2][CH2:3][CH2:4][O:5][C:6]1[CH:7]=[C:8]2[C:12](=[C:13]([N:15]([CH3:25])[S:16]([C:19]3[CH:24]=[CH:23][CH:22]=[CH:21][N:20]=3)(=[O:18])=[O:17])[CH:14]=1)[NH:11][C:10]([C:26]1[S:27][CH:28]([CH2:31][C:32]([O:34]CC)=[O:33])[CH2:29][N:30]=1)=[CH:9]2.[OH-].[Na+].O1CCCC1.Cl. The catalyst is C(O)C. The product is [CH3:1][O:2][CH2:3][CH2:4][O:5][C:6]1[CH:7]=[C:8]2[C:12](=[C:13]([N:15]([CH3:25])[S:16]([C:19]3[CH:24]=[CH:23][CH:22]=[CH:21][N:20]=3)(=[O:18])=[O:17])[CH:14]=1)[NH:11][C:10]([C:26]1[S:27][CH:28]([CH2:31][C:32]([OH:34])=[O:33])[CH2:29][N:30]=1)=[CH:9]2. The yield is 0.880. (5) The reactants are [CH3:1][C:2]1[N:7]=[C:6]([CH2:8][CH2:9][CH3:10])[NH:5][C:4](=[O:11])[C:3]=1[CH2:12][CH:13]1[CH2:18][CH2:17][CH2:16][CH2:15][O:14]1.Br[CH2:20][C:21]1[CH:26]=[CH:25][C:24]([C:27]2[CH:32]=[CH:31][CH:30]=[CH:29][C:28]=2[C:33]2[N:37]=[C:36](C(Cl)(Cl)Cl)[O:35][N:34]=2)=[CH:23][CH:22]=1.C(=O)([O-])[O-:43].[K+].[K+]. The catalyst is C(#N)C.C(OCC)(=O)C. The product is [CH3:1][C:2]1[N:7]=[C:6]([CH2:8][CH2:9][CH3:10])[N:5]([CH2:20][C:21]2[CH:26]=[CH:25][C:24]([C:27]3[CH:32]=[CH:31][CH:30]=[CH:29][C:28]=3[C:33]3[NH:37][C:36](=[O:43])[O:35][N:34]=3)=[CH:23][CH:22]=2)[C:4](=[O:11])[C:3]=1[CH2:12][CH:13]1[CH2:18][CH2:17][CH2:16][CH2:15][O:14]1. The yield is 0.170. (6) The product is [OH:14][C@:15]1([CH3:30])[C@@H:20]([CH3:21])[CH2:19][N:18]([C:2]2[C:7]([N+:8]([O-:10])=[O:9])=[CH:6][N:5]=[C:4]3[O:11][CH2:12][CH2:13][C:3]=23)[CH2:17][C@H:16]1[NH:22][C:23](=[O:29])[O:24][C:25]([CH3:28])([CH3:27])[CH3:26]. The yield is 0.670. The catalyst is CCO. The reactants are I[C:2]1[C:7]([N+:8]([O-:10])=[O:9])=[CH:6][N:5]=[C:4]2[O:11][CH2:12][CH2:13][C:3]=12.[OH:14][C@:15]1([CH3:30])[C@@H:20]([CH3:21])[CH2:19][NH:18][CH2:17][C@H:16]1[NH:22][C:23](=[O:29])[O:24][C:25]([CH3:28])([CH3:27])[CH3:26].CCN(C(C)C)C(C)C. (7) The reactants are Cl.[CH3:2][O:3][NH:4][CH3:5].Cl.C(N=C=NCCCN(C)C)C.O.N1(O)C2C=CC=CC=2N=N1.C(N(CC)CC)C.[C:36]([O:40][C:41]([N:43]1[CH2:48][CH2:47][CH:46]([CH2:49][C:50]([OH:52])=O)[CH2:45][CH2:44]1)=[O:42])([CH3:39])([CH3:38])[CH3:37]. The catalyst is C(Cl)Cl. The product is [CH3:2][O:3][N:4]([CH3:5])[C:50](=[O:52])[CH2:49][CH:46]1[CH2:45][CH2:44][N:43]([C:41]([O:40][C:36]([CH3:37])([CH3:38])[CH3:39])=[O:42])[CH2:48][CH2:47]1. The yield is 1.01. (8) The reactants are [F:1][C:2]1[CH:7]=[C:6]([F:8])[CH:5]=[CH:4][C:3]=1[NH:9][C:10]([NH:12][C:13]1[CH:18]=[CH:17][C:16]([OH:19])=[CH:15][C:14]=1[F:20])=[O:11].Cl[C:22]1[C:31]2[C:26](=[CH:27][C:28]([O:34][CH2:35][C:36]3[CH:41]=[CH:40][CH:39]=[CH:38][CH:37]=3)=[C:29]([C:32]#[N:33])[CH:30]=2)[N:25]=[CH:24][CH:23]=1. No catalyst specified. The product is [C:32]([C:29]1[CH:30]=[C:31]2[C:26](=[CH:27][C:28]=1[O:34][CH2:35][C:36]1[CH:41]=[CH:40][CH:39]=[CH:38][CH:37]=1)[N:25]=[CH:24][CH:23]=[C:22]2[O:19][C:16]1[CH:17]=[CH:18][C:13]([NH:12][C:10]([NH:9][C:3]2[CH:4]=[CH:5][C:6]([F:8])=[CH:7][C:2]=2[F:1])=[O:11])=[C:14]([F:20])[CH:15]=1)#[N:33]. The yield is 0.161. (9) The reactants are [C:1]([O:5][C:6]([C@@H:8]([CH2:12][N:13]([CH2:26][CH2:27][CH2:28][CH:29]=[CH2:30])[S:14]([C:17]1[CH:22]=[CH:21][CH:20]=[CH:19][C:18]=1[N+:23]([O-:25])=[O:24])(=[O:16])=[O:15])[C:9](O)=[O:10])=[O:7])([CH3:4])([CH3:3])[CH3:2].Cl.Cl.[CH2:33]([O:35][C:36]([C:38]1([NH:43][C:44]([CH:46]2[CH2:50][CH:49]([O:51][C:52]3[C:61]4[C:56](=[CH:57][CH:58]=[CH:59][CH:60]=4)[CH:55]=[CH:54][N:53]=3)[CH2:48][NH:47]2)=[O:45])[CH2:40][CH:39]1[CH:41]=[CH2:42])=[O:37])[CH3:34].CN1CCOCC1.CN(C(ON1N=NC2C=CC=NC1=2)=[N+](C)C)C.F[P-](F)(F)(F)(F)F. The catalyst is C(Cl)Cl.CCCCCC.C(OCC)(=O)C. The product is [C:1]([O:5][C:6]([C@@H:8]([CH2:12][N:13]([CH2:26][CH2:27][CH2:28][CH:29]=[CH2:30])[S:14]([C:17]1[CH:22]=[CH:21][CH:20]=[CH:19][C:18]=1[N+:23]([O-:25])=[O:24])(=[O:16])=[O:15])[C:9]([N:47]1[C@H:46]([C:44]([NH:43][C@:38]2([C:36]([O:35][CH2:33][CH3:34])=[O:37])[CH2:40][C@H:39]2[CH:41]=[CH2:42])=[O:45])[CH2:50][C@@H:49]([O:51][C:52]2[C:61]3[C:56](=[CH:57][CH:58]=[CH:59][CH:60]=3)[CH:55]=[CH:54][N:53]=2)[CH2:48]1)=[O:10])=[O:7])([CH3:2])([CH3:4])[CH3:3]. The yield is 0.700. (10) The reactants are [Br:1][C:2]1[CH:14]=[CH:13][C:12]2[C:11]3[C:6](=[CH:7][C:8]([Br:15])=[CH:9][CH:10]=3)[C:5]([CH2:27][C:28]3[CH:33]=[C:32]([O:34]C)[CH:31]=[C:30]([O:36]C)[CH:29]=3)([CH2:16][C:17]3[CH:22]=[C:21]([O:23]C)[CH:20]=[C:19]([O:25]C)[CH:18]=3)[C:4]=2[CH:3]=1.B(Br)(Br)Br. No catalyst specified. The product is [Br:1][C:2]1[CH:14]=[CH:13][C:12]2[C:11]3[C:6](=[CH:7][C:8]([Br:15])=[CH:9][CH:10]=3)[C:5]([CH2:27][C:28]3[CH:29]=[C:30]([OH:36])[CH:31]=[C:32]([OH:34])[CH:33]=3)([CH2:16][C:17]3[CH:22]=[C:21]([OH:23])[CH:20]=[C:19]([OH:25])[CH:18]=3)[C:4]=2[CH:3]=1. The yield is 0.680.